Dataset: Experimental lipophilicity measurements (octanol/water distribution) for 4,200 compounds from AstraZeneca. Task: Regression/Classification. Given a drug SMILES string, predict its absorption, distribution, metabolism, or excretion properties. Task type varies by dataset: regression for continuous measurements (e.g., permeability, clearance, half-life) or binary classification for categorical outcomes (e.g., BBB penetration, CYP inhibition). For this dataset (lipophilicity_astrazeneca), we predict Y. (1) The compound is CN(C)CC(O)COc1ccc(Nc2nccc(Nc3ccccc3C#N)n2)cc1. The Y is 1.20 logD. (2) The compound is CC(NC(=O)C1(N)CCN(c2ncnc3[nH]ccc23)CC1)c1ccc(Cl)cc1. The Y is 2.70 logD. (3) The compound is CN(C(=O)Cc1ccc(-n2cnnn2)cc1)C1CCN(Cc2ccc(C(F)(F)F)nc2)CC1. The Y is 1.80 logD. (4) The compound is COc1cc(N2CCN(C(C)=O)CC2)ccc1Nc1ncc(Cl)c(-c2cnc3cc(C#N)ccn23)n1. The Y is 2.30 logD. (5) The molecule is Cc1ccccc1C(=O)N1CCN(c2ccccn2)CC1. The Y is 2.18 logD.